Dataset: Reaction yield outcomes from USPTO patents with 853,638 reactions. Task: Predict the reaction yield, written as a fraction of the theoretical maximum amount of product (1.0 means a 100% yield; for example, 0.34 means a 34% yield). (1) The reactants are [C:1]([O:5][C:6]([N:8]1[CH2:11][C:10]([C@H:13]([C:15]2[CH:16]=[C:17]3[C:26](=[CH:27][C:28]=2Br)[O:25][CH2:24][C:23]2[N:18]3[C@H:19]([CH3:31])[C:20](=[O:30])[NH:21][N:22]=2)[CH3:14])([CH3:12])[CH2:9]1)=[O:7])([CH3:4])([CH3:3])[CH3:2].[C:32](B1OC(C)(C)C(C)(C)O1)([CH3:34])=[CH2:33].C([O-])([O-])=O.[Na+].[Na+]. The catalyst is O1CCOCC1.O.C1C=CC(P(C2C=CC=CC=2)[C-]2C=CC=C2)=CC=1.C1C=CC(P(C2C=CC=CC=2)[C-]2C=CC=C2)=CC=1.Cl[Pd]Cl.[Fe+2].C(Cl)Cl. The product is [C:1]([O:5][C:6]([N:8]1[CH2:11][C:10]([C@@H:13]([C:15]2[CH:16]=[C:17]3[C:26](=[CH:27][C:28]=2[C:32]([CH3:34])=[CH2:33])[O:25][CH2:24][C:23]2[N:18]3[C@H:19]([CH3:31])[C:20](=[O:30])[NH:21][N:22]=2)[CH3:14])([CH3:12])[CH2:9]1)=[O:7])([CH3:4])([CH3:3])[CH3:2]. The yield is 0.590. (2) The reactants are Br[CH2:2][C:3](=O)[C:4]([CH3:7])([CH3:6])[CH3:5].[NH2:9][C:10]([NH2:12])=[S:11].C(=O)([O-])O.[Na+]. The catalyst is C(O)C. The product is [NH2:12][C:10]1[S:11][CH:2]=[C:3]([C:4]([CH3:7])([CH3:6])[CH3:5])[N:9]=1. The yield is 0.909. (3) The reactants are C([O-])([O-])=O.[Ca+2].[O:6]1[C:10]2[CH:11]=[CH:12][CH:13]=[C:14]([NH2:15])[C:9]=2[O:8][CH2:7]1.[I:16](Cl)(=O)=O.I(Cl)(=O)=O.C[N+](C)(C)CC1C=CC=CC=1. The catalyst is C(Cl)Cl.CO.O. The product is [I:16][C:11]1[C:10]2[O:6][CH2:7][O:8][C:9]=2[C:14]([NH2:15])=[CH:13][CH:12]=1. The yield is 0.469. (4) The reactants are [CH3:1][O:2][CH2:3][C:4]1([S:7]([NH:10]C(=O)OC(C)(C)C)(=[O:9])=[O:8])[CH2:6][CH2:5]1.Cl. The catalyst is O1CCOCC1. The product is [CH3:1][O:2][CH2:3][C:4]1([S:7]([NH2:10])(=[O:9])=[O:8])[CH2:6][CH2:5]1. The yield is 0.880. (5) The reactants are [I:1][C:2]1[CH:12]=[N:11][C:5]2[NH:6][CH2:7][C:8](=[O:10])[NH:9][C:4]=2[CH:3]=1.[F:13][C:14]1[CH:15]=[CH:16][C:17]([C:22]([F:25])([F:24])[F:23])=[C:18]([CH:21]=1)[CH2:19]Br. No catalyst specified. The product is [F:13][C:14]1[CH:15]=[CH:16][C:17]([C:22]([F:23])([F:24])[F:25])=[C:18]([CH:21]=1)[CH2:19][N:9]1[C:8](=[O:10])[CH2:7][NH:6][C:5]2[N:11]=[CH:12][C:2]([I:1])=[CH:3][C:4]1=2. The yield is 0.510. (6) The reactants are [Cl:1][C:2]1[CH:7]=[CH:6][C:5]([O:8][C:9]2[CH:16]=[CH:15][C:14]([CH2:17]O)=[CH:13][C:10]=2[C:11]#[N:12])=[CH:4][C:3]=1[C:19]([F:22])([F:21])[F:20].S(Cl)([Cl:25])=O. The catalyst is C(Cl)Cl. The product is [Cl:1][C:2]1[CH:7]=[CH:6][C:5]([O:8][C:9]2[CH:16]=[CH:15][C:14]([CH2:17][Cl:25])=[CH:13][C:10]=2[C:11]#[N:12])=[CH:4][C:3]=1[C:19]([F:22])([F:21])[F:20]. The yield is 0.890.